From a dataset of Reaction yield outcomes from USPTO patents with 853,638 reactions. Predict the reaction yield, written as a fraction of the theoretical maximum amount of product (1.0 means a 100% yield; for example, 0.34 means a 34% yield). (1) The reactants are Cl[C:2]1[C:11]2[C:6](=[CH:7][CH:8]=[CH:9][CH:10]=2)[N:5]=[CH:4][C:3]=1[N+:12]([O-:14])=[O:13].C(N(CC)CC)C.Cl.Cl.[NH2:24][CH2:25][C:26]1([NH2:32])[CH2:31][CH2:30][CH2:29][CH2:28][CH2:27]1. The catalyst is ClCCl. The product is [NH2:32][C:26]1([CH2:25][NH:24][C:2]2[C:11]3[C:6](=[CH:7][CH:8]=[CH:9][CH:10]=3)[N:5]=[CH:4][C:3]=2[N+:12]([O-:14])=[O:13])[CH2:31][CH2:30][CH2:29][CH2:28][CH2:27]1. The yield is 0.990. (2) The reactants are [CH3:1][C:2]1[CH:11]=[CH:10][CH:9]=[CH:8][C:3]=1[C:4]([O:6][CH3:7])=[O:5].C1C(=O)N([Br:19])C(=O)C1. The catalyst is C(Cl)(Cl)Cl.C(OOC(=O)C1C=CC=CC=1)(=O)C1C=CC=CC=1. The product is [Br:19][CH2:1][C:2]1[CH:11]=[CH:10][CH:9]=[CH:8][C:3]=1[C:4]([O:6][CH3:7])=[O:5]. The yield is 0.620. (3) The reactants are [CH2:1]([C:5]1[CH:6]=[CH:7][C:8]2[O:12][CH2:11][C:10]([CH3:14])([CH3:13])[C:9]=2[CH:15]=1)[CH:2]([CH3:4])[CH3:3].[Br-:16].[Br-].[Br-].[NH+]1C=CC=CC=1.[NH+]1C=CC=CC=1.[NH+]1C=CC=CC=1. The catalyst is ClCCl. The product is [Br:16][C:7]1[C:8]2[O:12][CH2:11][C:10]([CH3:13])([CH3:14])[C:9]=2[CH:15]=[C:5]([CH2:1][CH:2]([CH3:4])[CH3:3])[CH:6]=1. The yield is 0.680. (4) The reactants are [Mg].BrCCBr.Br[C:7]1[CH:8]=[C:9]2[C:14](=[CH:15][CH:16]=1)[CH:13]=[C:12]([O:17][CH3:18])[C:11]([CH:19]=[CH2:20])=[CH:10]2.[O:21]=[C:22]1[CH2:26][N:25]([C:27]([O:29][CH2:30][CH2:31][Si:32]([CH3:35])([CH3:34])[CH3:33])=[O:28])[C@H:24]([C:36]([O:38][CH3:39])=[O:37])[CH2:23]1. The catalyst is C1COCC1.C1(C)C=CC=CC=1. The product is [OH:21][C@:22]1([C:7]2[CH:16]=[CH:15][C:14]3[C:9](=[CH:10][C:11]([CH:19]=[CH2:20])=[C:12]([O:17][CH3:18])[CH:13]=3)[CH:8]=2)[CH2:26][N:25]([C:27]([O:29][CH2:30][CH2:31][Si:32]([CH3:34])([CH3:35])[CH3:33])=[O:28])[C@H:24]([C:36]([O:38][CH3:39])=[O:37])[CH2:23]1. The yield is 0.370. (5) The reactants are Br[C:2]1[CH2:7][CH2:6][CH2:5][C:4](=[O:8])[CH:3]=1.[CH3:9][O:10][C:11]1[CH:12]=[C:13](B(O)O)[CH:14]=[CH:15][CH:16]=1. No catalyst specified. The product is [CH3:9][O:10][C:11]1[CH:12]=[C:13]([C:2]2[CH2:7][CH2:6][CH2:5][C:4](=[O:8])[CH:3]=2)[CH:14]=[CH:15][CH:16]=1. The yield is 0.880.